Dataset: Full USPTO retrosynthesis dataset with 1.9M reactions from patents (1976-2016). Task: Predict the reactants needed to synthesize the given product. Given the product [Br-:12].[C:3]([CH2:2][S:1][C:13]([CH:14]=[N:15][C:16]1[CH:21]=[CH:20][CH:19]=[CH:18][CH:17]=1)=[CH:22][NH2+:23][C:24]1[CH:29]=[CH:28][CH:27]=[CH:26][CH:25]=1)([OH:5])=[O:4], predict the reactants needed to synthesize it. The reactants are: [SH:1][CH2:2][C:3]([OH:5])=[O:4].C([O-])(O)=O.[Na+].[Br-].[Br:12][C:13]([CH:22]=[N:23][C:24]1[CH:29]=[CH:28][CH:27]=[CH:26][CH:25]=1)=[CH:14][NH2+:15][C:16]1[CH:21]=[CH:20][CH:19]=[CH:18][CH:17]=1.Cl.